This data is from Kir2.1 potassium channel HTS with 301,493 compounds. The task is: Binary Classification. Given a drug SMILES string, predict its activity (active/inactive) in a high-throughput screening assay against a specified biological target. The drug is Fc1ccc(N2CCN(CC2)CC(=O)Nc2c(OC)ccc(c2)C)cc1. The result is 0 (inactive).